This data is from Forward reaction prediction with 1.9M reactions from USPTO patents (1976-2016). The task is: Predict the product of the given reaction. (1) Given the reactants [NH2:1][C:2]([CH3:25])([CH3:24])[C@H:3]([NH:8][C:9](=[O:23])[C:10]1[CH:15]=[CH:14][C:13]([C:16]#[C:17][C:18]#[C:19][CH2:20][CH2:21][OH:22])=[CH:12][CH:11]=1)[C:4]([NH:6][OH:7])=[O:5].[CH:26](=O)[CH3:27], predict the reaction product. The product is: [CH2:26]([NH:1][C:2]([CH3:25])([CH3:24])[C@H:3]([NH:8][C:9](=[O:23])[C:10]1[CH:15]=[CH:14][C:13]([C:16]#[C:17][C:18]#[C:19][CH2:20][CH2:21][OH:22])=[CH:12][CH:11]=1)[C:4]([NH:6][OH:7])=[O:5])[CH3:27]. (2) Given the reactants N[C:2]1[CH:24]=[N:23][C:5]2[N:6]([CH2:15][O:16][CH2:17][CH2:18][Si:19]([CH3:22])([CH3:21])[CH3:20])[C:7]3[CH:12]=[N:11][C:10]([C:13]#[N:14])=[CH:9][C:8]=3[C:4]=2[CH:3]=1.N([O-])=O.[Na+].[ClH:29], predict the reaction product. The product is: [Cl:29][C:2]1[CH:24]=[N:23][C:5]2[N:6]([CH2:15][O:16][CH2:17][CH2:18][Si:19]([CH3:22])([CH3:21])[CH3:20])[C:7]3[CH:12]=[N:11][C:10]([C:13]#[N:14])=[CH:9][C:8]=3[C:4]=2[CH:3]=1. (3) Given the reactants [OH:1][N:2]1[C:7]([CH3:9])([CH3:8])[CH2:6][CH:5]([O:10][C:11]([CH:13]2[CH2:15][CH2:14]2)=[O:12])[CH2:4][C:3]1([CH3:17])[CH3:16].[ClH:18], predict the reaction product. The product is: [ClH:18].[OH:1][N:2]1[C:7]([CH3:9])([CH3:8])[CH2:6][CH:5]([O:10][C:11]([CH:13]2[CH2:14][CH2:15]2)=[O:12])[CH2:4][C:3]1([CH3:17])[CH3:16]. (4) Given the reactants [CH3:1][O:2][C:3]([C:5]1[CH:10]=[C:9]([NH:11][S:12]([CH2:15][C:16]2[CH:21]=[CH:20][CH:19]=[CH:18][CH:17]=2)(=[O:14])=[O:13])[CH:8]=[CH:7][N:6]=1)=[O:4].[C:22](=O)([O-])[O-].[K+].[K+].CI, predict the reaction product. The product is: [CH3:1][O:2][C:3]([C:5]1[CH:10]=[C:9]([N:11]([CH3:22])[S:12]([CH2:15][C:16]2[CH:21]=[CH:20][CH:19]=[CH:18][CH:17]=2)(=[O:14])=[O:13])[CH:8]=[CH:7][N:6]=1)=[O:4]. (5) Given the reactants [NH:1]1[CH2:11][CH2:10][CH2:9][CH:3]([C:4]([O:6][CH2:7][CH3:8])=[O:5])[CH2:2]1.Cl.Cl[C:14]1[CH:19]=[CH:18][N:17]=[CH:16][CH:15]=1.C(N(CC)CC)C.C1(C)C(C)=CC=CC=1, predict the reaction product. The product is: [N:17]1[CH:18]=[CH:19][C:14]([N:1]2[CH2:11][CH2:10][CH2:9][CH:3]([C:4]([O:6][CH2:7][CH3:8])=[O:5])[CH2:2]2)=[CH:15][CH:16]=1.